This data is from Forward reaction prediction with 1.9M reactions from USPTO patents (1976-2016). The task is: Predict the product of the given reaction. (1) Given the reactants [CH2:1]([O:8][C:9]1[CH:10]=[CH:11][C:12]([CH3:17])=[C:13]([CH:16]=1)[CH:14]=O)[C:2]1[CH:7]=[CH:6][CH:5]=[CH:4][CH:3]=1.[Cl-].[OH:19][NH3+:20].C(=O)(O)[O-].[Na+], predict the reaction product. The product is: [CH2:1]([O:8][C:9]1[CH:10]=[CH:11][C:12]([CH3:17])=[C:13](/[CH:14]=[N:20]/[OH:19])[CH:16]=1)[C:2]1[CH:7]=[CH:6][CH:5]=[CH:4][CH:3]=1. (2) Given the reactants [C:1]([O:5][C:6](=[O:19])[NH:7][CH2:8][C:9]1[CH:14]=[C:13]([CH:15]=C)[CH:12]=[C:11]([Cl:17])[C:10]=1[F:18])([CH3:4])([CH3:3])[CH3:2].O.C[N+]1([O-])CC[O:25]CC1.[O-]S([O-])(=S)=O.[Na+].[Na+], predict the reaction product. The product is: [C:1]([O:5][C:6](=[O:19])[NH:7][CH2:8][C:9]1[CH:14]=[C:13]([CH:15]=[O:25])[CH:12]=[C:11]([Cl:17])[C:10]=1[F:18])([CH3:4])([CH3:3])[CH3:2]. (3) Given the reactants [CH2:1]([N:3]([CH2:6][C:7]1[CH:12]=[CH:11][C:10]([CH:13]2[CH:22]([C:23]3[CH:28]=[CH:27][C:26]([CH3:29])=[CH:25][CH:24]=3)[C:21](=O)[C:20]3[C:19]([C:31](OCC)=[O:32])=[CH:18][CH:17]=[CH:16][C:15]=3[NH:14]2)=[CH:9][CH:8]=1)[CH2:4][CH3:5])[CH3:2].O.[NH2:37][NH2:38], predict the reaction product. The product is: [CH2:4]([N:3]([CH2:6][C:7]1[CH:12]=[CH:11][C:10]([CH:13]2[NH:14][C:15]3[C:20]4[C:21](=[N:37][NH:38][C:31](=[O:32])[C:19]=4[CH:18]=[CH:17][CH:16]=3)[CH:22]2[C:23]2[CH:24]=[CH:25][C:26]([CH3:29])=[CH:27][CH:28]=2)=[CH:9][CH:8]=1)[CH2:1][CH3:2])[CH3:5]. (4) Given the reactants C([Li])CCC.CCCCCC.C(NC(C)C)(C)C.[CH3:19][N:20]1[CH2:24][CH2:23][CH2:22][C:21]1=[O:25].Cl[CH2:27][O:28][CH2:29][C:30]1[CH:35]=[CH:34][CH:33]=[CH:32][CH:31]=1, predict the reaction product. The product is: [CH2:29]([O:28][CH2:27][CH:22]1[CH2:23][CH2:24][N:20]([CH3:19])[C:21]1=[O:25])[C:30]1[CH:35]=[CH:34][CH:33]=[CH:32][CH:31]=1. (5) Given the reactants [F:1][CH:2]([F:29])[N:3]1[C:11]2[C:6](=[CH:7][CH:8]=[C:9]([C:12]3[CH2:16][CH2:15][C@:14]([C:21]4[CH:26]=[CH:25][CH:24]=[C:23]([F:27])[C:22]=4[CH3:28])([C:17]([O:19][CH3:20])=[O:18])[CH:13]=3)[CH:10]=2)[CH:5]=[N:4]1.C([O-])=O.[NH4+], predict the reaction product. The product is: [F:29][CH:2]([F:1])[N:3]1[C:11]2[C:6](=[CH:7][CH:8]=[C:9]([CH:12]3[CH2:16][CH2:15][C@:14]([C:21]4[CH:26]=[CH:25][CH:24]=[C:23]([F:27])[C:22]=4[CH3:28])([C:17]([O:19][CH3:20])=[O:18])[CH2:13]3)[CH:10]=2)[CH:5]=[N:4]1. (6) The product is: [CH3:20][C:21]1[C:25]([C:26]([N:7]([CH2:8][C:9]2[C:18]3[C:13](=[CH:14][CH:15]=[CH:16][CH:17]=3)[NH:12][C:11](=[O:19])[CH:10]=2)[C:1]2[CH:2]=[CH:3][CH:4]=[CH:5][CH:6]=2)=[O:27])=[C:24]([CH3:29])[O:23][N:22]=1. Given the reactants [C:1]1([NH:7][CH2:8][C:9]2[C:18]3[C:13](=[CH:14][CH:15]=[CH:16][CH:17]=3)[NH:12][C:11](=[O:19])[CH:10]=2)[CH:6]=[CH:5][CH:4]=[CH:3][CH:2]=1.[CH3:20][C:21]1[C:25]([C:26](O)=[O:27])=[C:24]([CH3:29])[O:23][N:22]=1, predict the reaction product. (7) Given the reactants [CH3:1][O:2][C:3]1[C:4]([N+:12]([O-:14])=[O:13])=[CH:5][C:6]([C:9]([OH:11])=O)=[N:7][CH:8]=1.Cl.[F:16][C:17]1[CH:18]=[C:19]([C@@H:28]([C:30]2[C:35]([F:36])=[CH:34][CH:33]=[CH:32][N:31]=2)[NH2:29])[CH:20]=[CH:21][C:22]=1[O:23][C:24]([F:27])([F:26])[F:25].CN(C(ON1N=NC2C=CC=NC1=2)=[N+](C)C)C.F[P-](F)(F)(F)(F)F.CCN(C(C)C)C(C)C, predict the reaction product. The product is: [F:16][C:17]1[CH:18]=[C:19]([C@@H:28]([C:30]2[C:35]([F:36])=[CH:34][CH:33]=[CH:32][N:31]=2)[NH:29][C:9](=[O:11])[C:6]2[CH:5]=[C:4]([N+:12]([O-:14])=[O:13])[C:3]([O:2][CH3:1])=[CH:8][N:7]=2)[CH:20]=[CH:21][C:22]=1[O:23][C:24]([F:27])([F:26])[F:25]. (8) Given the reactants C(N(CC)CC)C.[C:8]([C:10]1[CH:18]=[CH:17][C:13]([C:14]([OH:16])=O)=[C:12]([F:19])[CH:11]=1)#[N:9].F[P-](F)(F)(F)(F)F.C[N+](C)=C(N(C)C)ON1C2N=CC=CC=2N=N1.[CH3:44][C@H:45]1[NH:50][CH2:49][CH2:48][N:47]([C:51]([O:53][C:54]([CH3:57])([CH3:56])[CH3:55])=[O:52])[CH2:46]1, predict the reaction product. The product is: [C:8]([C:10]1[CH:18]=[CH:17][C:13]([C:14]([N:50]2[CH2:49][CH2:48][N:47]([C:51]([O:53][C:54]([CH3:57])([CH3:56])[CH3:55])=[O:52])[CH2:46][C@H:45]2[CH3:44])=[O:16])=[C:12]([F:19])[CH:11]=1)#[N:9]. (9) Given the reactants Cl[C:2]1[N:3]=[CH:4][C:5]([C:8]([O:10][CH3:11])=[O:9])=[N:6][CH:7]=1.Cl.[Br:13][C:14]1[CH:24]=[CH:23][C:22]([F:25])=[CH:21][C:15]=1[O:16][CH:17]1[CH2:20][NH:19][CH2:18]1.C(=O)([O-])[O-].[K+].[K+], predict the reaction product. The product is: [Br:13][C:14]1[CH:24]=[CH:23][C:22]([F:25])=[CH:21][C:15]=1[O:16][CH:17]1[CH2:20][N:19]([C:2]2[N:3]=[CH:4][C:5]([C:8]([O:10][CH3:11])=[O:9])=[N:6][CH:7]=2)[CH2:18]1.